From a dataset of Forward reaction prediction with 1.9M reactions from USPTO patents (1976-2016). Predict the product of the given reaction. (1) Given the reactants [F:1][C:2]([F:31])([F:30])[C@@H:3]([NH:20][C@@H:21]([CH2:25][C:26]([F:29])([CH3:28])[CH3:27])[C:22]([OH:24])=O)[C:4]1[CH:9]=[CH:8][C:7]([C:10]2[CH:15]=[CH:14][C:13]([S:16]([CH3:19])(=[O:18])=[O:17])=[CH:12][CH:11]=2)=[CH:6][CH:5]=1.[NH2:32][C@H:33]([CH2:44][O:45][Si:46]([C:49]([CH3:52])([CH3:51])[CH3:50])([CH3:48])[CH3:47])[CH2:34][NH:35][C:36]1[CH:41]=[CH:40][C:39]([O:42][CH3:43])=[CH:38][CH:37]=1, predict the reaction product. The product is: [CH3:43][O:42][C:39]1[CH:38]=[CH:37][C:36]([NH:35][CH2:34][C@@H:33]([NH:32][C:22](=[O:24])[C@@H:21]([NH:20][C@@H:3]([C:4]2[CH:9]=[CH:8][C:7]([C:10]3[CH:11]=[CH:12][C:13]([S:16]([CH3:19])(=[O:18])=[O:17])=[CH:14][CH:15]=3)=[CH:6][CH:5]=2)[C:2]([F:31])([F:30])[F:1])[CH2:25][C:26]([F:29])([CH3:27])[CH3:28])[CH2:44][O:45][Si:46]([CH3:47])([CH3:48])[C:49]([CH3:52])([CH3:50])[CH3:51])=[CH:41][CH:40]=1. (2) Given the reactants [NH:1]([C:3]1[N:8]([CH2:9][C:10]2[CH:15]=[CH:14][C:13]([O:16][CH3:17])=[CH:12][CH:11]=2)[C:7](=[O:18])[N:6]([CH3:19])[C:5](=[O:20])[CH:4]=1)[NH2:2].O=P(Cl)(Cl)Cl.[CH3:26]N(C=O)C, predict the reaction product. The product is: [CH3:17][O:16][C:13]1[CH:14]=[CH:15][C:10]([CH2:9][N:8]2[C:3]3[NH:1][N:2]=[CH:26][C:4]=3[C:5](=[O:20])[N:6]([CH3:19])[C:7]2=[O:18])=[CH:11][CH:12]=1. (3) Given the reactants [CH2:1]([O:8][C:9]1[CH:14]=[CH:13][C:12]([CH:15]2[CH2:20][CH2:19][N:18](C(OC(C)(C)C)=O)[CH2:17][CH:16]2[OH:28])=[CH:11][CH:10]=1)[C:2]1[CH:7]=[CH:6][CH:5]=[CH:4][CH:3]=1.[ClH:29].O1CCOCC1, predict the reaction product. The product is: [ClH:29].[CH2:1]([O:8][C:9]1[CH:14]=[CH:13][C:12]([C@H:15]2[CH2:20][CH2:19][NH:18][CH2:17][C@H:16]2[OH:28])=[CH:11][CH:10]=1)[C:2]1[CH:3]=[CH:4][CH:5]=[CH:6][CH:7]=1. (4) Given the reactants [Br:1][C:2]1[CH:3]=[CH:4][C:5](I)=[N:6][CH:7]=1.C([Mg]Cl)(C)C.CON(C)[C:17]([C:19]1[C:20]([O:25][CH3:26])=[N:21][CH:22]=[N:23][CH:24]=1)=[O:18].Cl, predict the reaction product. The product is: [Br:1][C:2]1[CH:3]=[CH:4][C:5]([C:17]([C:19]2[C:20]([O:25][CH3:26])=[N:21][CH:22]=[N:23][CH:24]=2)=[O:18])=[N:6][CH:7]=1. (5) Given the reactants [Cl:1][C:2]1[C:3]([NH:25][C:26]2[CH:35]=[CH:34][CH:33]=[CH:32][C:27]=2[C:28]([NH:30][CH3:31])=[O:29])=[N:4][C:5]([NH:8][C:9]2[CH:10]=[C:11]3[C:17](=[CH:18][CH:19]=2)[CH:16]2[CH2:20][CH2:21][CH:12]3[CH2:13][N:14]([CH2:22][C:23]#C)[CH2:15]2)=[N:6][CH:7]=1.BrCC[F:39], predict the reaction product. The product is: [Cl:1][C:2]1[C:3]([NH:25][C:26]2[CH:35]=[CH:34][CH:33]=[CH:32][C:27]=2[C:28]([NH:30][CH3:31])=[O:29])=[N:4][C:5]([NH:8][C:9]2[CH:10]=[C:11]3[C:17](=[CH:18][CH:19]=2)[CH:16]2[CH2:20][CH2:21][CH:12]3[CH2:13][N:14]([CH2:22][CH2:23][F:39])[CH2:15]2)=[N:6][CH:7]=1. (6) Given the reactants [F:1][C:2]1[CH:3]=[CH:4][C:5]2[N:9]=[C:8]([CH2:10][NH:11][C:12]3[N:20]=[CH:19][N:18]=[C:17]4[C:13]=3[N:14]=[CH:15][N:16]4C3CCCCO3)[N:7]([C:27]3[CH:32]=[CH:31][CH:30]=[CH:29][CH:28]=3)[C:6]=2[CH:33]=1.Cl, predict the reaction product. The product is: [F:1][C:2]1[CH:3]=[CH:4][C:5]2[N:9]=[C:8]([CH2:10][NH:11][C:12]3[N:20]=[CH:19][N:18]=[C:17]4[C:13]=3[N:14]=[CH:15][NH:16]4)[N:7]([C:27]3[CH:32]=[CH:31][CH:30]=[CH:29][CH:28]=3)[C:6]=2[CH:33]=1. (7) Given the reactants C(O)(C(F)(F)F)=O.[F:8][C:9]([F:43])([F:42])[C:10]([C:16]1[CH:21]=[CH:20][C:19]([C:22]2[CH:27]=[CH:26][CH:25]=[C:24]([CH2:28][CH:29]3[CH2:34][CH2:33][CH2:32][N:31](C(OC(C)(C)C)=O)[CH2:30]3)[CH:23]=2)=[CH:18][CH:17]=1)([OH:15])[C:11]([F:14])([F:13])[F:12].[CH:44](=O)[C:45]1[CH:50]=[CH:49][N:48]=[CH:47][CH:46]=1.[BH-](OC(C)=O)(OC(C)=O)OC(C)=O.[Na+], predict the reaction product. The product is: [F:14][C:11]([F:13])([F:12])[C:10]([C:16]1[CH:21]=[CH:20][C:19]([C:22]2[CH:27]=[CH:26][CH:25]=[C:24]([CH2:28][CH:29]3[CH2:34][CH2:33][CH2:32][N:31]([CH2:44][C:45]4[CH:50]=[CH:49][N:48]=[CH:47][CH:46]=4)[CH2:30]3)[CH:23]=2)=[CH:18][CH:17]=1)([OH:15])[C:9]([F:8])([F:42])[F:43].